From a dataset of Full USPTO retrosynthesis dataset with 1.9M reactions from patents (1976-2016). Predict the reactants needed to synthesize the given product. (1) The reactants are: [CH3:1][N:2]1[CH2:7][C@@H:6]2[CH2:8][C@H:3]1[CH2:4][N:5]2[C:9]1[CH:10]=[C:11]2[C:16](=[CH:17][CH:18]=1)[N:15]=[CH:14][NH:13][C:12]2=[O:19].[H-].[Na+].Br[CH2:23][C:24]1[CH:28]=[C:27]([CH3:29])[O:26][N:25]=1. Given the product [CH3:1][N:2]1[CH2:7][C@@H:6]2[CH2:8][C@H:3]1[CH2:4][N:5]2[C:9]1[CH:10]=[C:11]2[C:16](=[CH:17][CH:18]=1)[N:15]=[CH:14][N:13]([CH2:23][C:24]1[CH:28]=[C:27]([CH3:29])[O:26][N:25]=1)[C:12]2=[O:19], predict the reactants needed to synthesize it. (2) Given the product [N+:15]([C:10]1[CH:11]=[C:12]2[C:7](=[CH:8][CH:9]=1)[N:6]=[C:5]([CH:4]=[O:2])[CH:14]=[CH:13]2)([O-:17])=[O:16], predict the reactants needed to synthesize it. The reactants are: [Se](=O)=[O:2].[CH3:4][C:5]1[CH:14]=[CH:13][C:12]2[C:7](=[CH:8][CH:9]=[C:10]([N+:15]([O-:17])=[O:16])[CH:11]=2)[N:6]=1. (3) Given the product [CH3:29][S:30]([OH:33])(=[O:32])=[O:31].[CH:1]1[CH:2]=[CH:3][C:4]2[S:9][N:8]=[C:7]([N:10]3[CH2:11][CH2:12][N:13]([CH2:16][CH2:17][C:18]4[CH:19]=[C:20]5[CH2:28][C:26](=[O:27])[NH:25][C:21]5=[CH:22][C:23]=4[Cl:24])[CH2:14][CH2:15]3)[C:5]=2[CH:6]=1, predict the reactants needed to synthesize it. The reactants are: [CH:1]1[CH:2]=[CH:3][C:4]2[S:9][N:8]=[C:7]([N:10]3[CH2:15][CH2:14][N:13]([CH2:16][CH2:17][C:18]4[CH:19]=[C:20]5[CH2:28][C:26](=[O:27])[NH:25][C:21]5=[CH:22][C:23]=4[Cl:24])[CH2:12][CH2:11]3)[C:5]=2[CH:6]=1.[CH3:29][S:30]([OH:33])(=[O:32])=[O:31]. (4) Given the product [CH:12]1([C:16]2[CH:24]=[C:23]([C:25]([F:26])([F:27])[F:28])[CH:22]=[CH:21][C:17]=2[C:18]([NH:11][C@@H:7]2[CH2:8][CH2:9][CH2:10][C@@H:6]2[N:1]2[CH2:2][CH2:3][CH2:4][CH2:5]2)=[O:19])[CH2:13][CH2:14][CH2:15]1, predict the reactants needed to synthesize it. The reactants are: [N:1]1([C@H:6]2[CH2:10][CH2:9][CH2:8][C@H:7]2[NH2:11])[CH2:5][CH2:4][CH2:3][CH2:2]1.[CH:12]1([C:16]2[CH:24]=[C:23]([C:25]([F:28])([F:27])[F:26])[CH:22]=[CH:21][C:17]=2[C:18](O)=[O:19])[CH2:15][CH2:14][CH2:13]1. (5) Given the product [S:33]1[C:34]2[CH:40]=[CH:39][CH:38]=[CH:37][C:35]=2[N:36]=[C:32]1[C:29]1[CH:28]=[CH:27][C:26]([NH:6][CH3:2])=[N:31][CH:30]=1, predict the reactants needed to synthesize it. The reactants are: Br[C:2]1SC2C=C(OC)C=CC=2[N:6]=1.ClC1C=C(B(O)O)C=NC=1OC.Br[C:26]1[N:31]=[CH:30][C:29]([C:32]2[S:33][C:34]3[CH:40]=[C:39](OC)[CH:38]=[CH:37][C:35]=3[N:36]=2)=[CH:28][CH:27]=1. (6) The reactants are: [Cl:1][C:2]1[N:10]=[C:9]2[C:5]([N:6]=[CH:7][N:8]2[CH3:11])=[C:4]([N:12]2[CH2:17][CH2:16][O:15][CH2:14][C@H:13]2[CH3:18])[N:3]=1.[Li+].C[Si]([N-][Si](C)(C)C)(C)C.CN([CH:32]=[O:33])C.Cl. Given the product [Cl:1][C:2]1[N:10]=[C:9]2[C:5]([N:6]=[C:7]([CH:32]=[O:33])[N:8]2[CH3:11])=[C:4]([N:12]2[CH2:17][CH2:16][O:15][CH2:14][C@H:13]2[CH3:18])[N:3]=1, predict the reactants needed to synthesize it.